This data is from HIV replication inhibition screening data with 41,000+ compounds from the AIDS Antiviral Screen. The task is: Binary Classification. Given a drug SMILES string, predict its activity (active/inactive) in a high-throughput screening assay against a specified biological target. (1) The molecule is Cc1cc(=O)c2c(O)cc(O)c(C3CCN(C)CC3O)c2o1. The result is 1 (active). (2) The molecule is C=CCC=CCC=CCCCCCCCc1cccc(O)c1C(=O)O. The result is 0 (inactive). (3) The molecule is COc1ccc(S(=O)(=O)Cc2ccc(C(=O)O)cc2[N+](=O)[O-])cc1. The result is 0 (inactive). (4) The compound is N[Co-4](N)(N)(N)(N)[NH+]=[N+]=[NH2+].[IH2+]. The result is 0 (inactive). (5) The molecule is N#Cc1nc(C(=O)c2ccccc2)oc1N. The result is 0 (inactive).